This data is from Kir2.1 potassium channel HTS with 301,493 compounds. The task is: Binary Classification. Given a drug SMILES string, predict its activity (active/inactive) in a high-throughput screening assay against a specified biological target. (1) The drug is S(=O)(=O)(NC1CN(C(=O)C1)c1cc2OCCOc2cc1)c1ccc(OC)cc1. The result is 0 (inactive). (2) The result is 0 (inactive). The compound is OC(=O)C(/C(C)=C\C(O)=O)=C\c1ccccc1. (3) The compound is S(c1n(\c([nH]n1)=C1\c2c(N=C1)cccc2)c1c(OC)ccc(OC)c1)CC(=O)Nc1noc(c1)C. The result is 0 (inactive). (4) The compound is Clc1c(COc2c(OC)cc(CNc3cc4[nH]c(=O)[nH]c4cc3)cc2)c(F)ccc1. The result is 0 (inactive). (5) The compound is S(=O)(=O)(CCCC(=O)NC(C)C)c1nc(c2c(OC)cccc2)cc(n1)C(F)(F)F. The result is 0 (inactive).